This data is from Full USPTO retrosynthesis dataset with 1.9M reactions from patents (1976-2016). The task is: Predict the reactants needed to synthesize the given product. (1) Given the product [ClH:19].[NH2:1][C:2]1[N:10]=[C:9]([O:11][CH2:12][CH2:13][CH2:14][CH3:15])[N:8]=[C:7]2[C:3]=1[NH:4][C:5](=[O:20])[N:6]2[CH2:16][CH2:17][CH2:18][NH:25][CH2:24][CH2:23][N:22]([CH3:26])[CH3:21], predict the reactants needed to synthesize it. The reactants are: [NH2:1][C:2]1[N:10]=[C:9]([O:11][CH2:12][CH2:13][CH2:14][CH3:15])[N:8]=[C:7]2[C:3]=1[NH:4][C:5](=[O:20])[N:6]2[CH2:16][CH2:17][CH2:18][Cl:19].[CH3:21][N:22]([CH3:26])[CH2:23][CH2:24][NH2:25]. (2) Given the product [NH2:14][C:13]1[CH:12]=[CH:11][C:5]([C:6]([O:8][CH2:9][CH3:10])=[O:7])=[CH:4][C:3]=1[O:2][CH3:1], predict the reactants needed to synthesize it. The reactants are: [CH3:1][O:2][C:3]1[CH:4]=[C:5]([CH:11]=[CH:12][C:13]=1[N+:14]([O-])=O)[C:6]([O:8][CH2:9][CH3:10])=[O:7]. (3) Given the product [CH:24]1([NH:23][C:21]([C:16]2[CH:15]=[C:14]([C:11]3[CH:12]=[CH:13][C:8]([C:6]4[O:7][C:3]([CH2:2][NH:31][CH2:29][CH3:30])=[N:4][N:5]=4)=[CH:9][CH:10]=3)[C:19]([CH3:20])=[CH:18][CH:17]=2)=[O:22])[CH2:26][CH2:25]1, predict the reactants needed to synthesize it. The reactants are: Cl[CH2:2][C:3]1[O:7][C:6]([C:8]2[CH:13]=[CH:12][C:11]([C:14]3[C:19]([CH3:20])=[CH:18][CH:17]=[C:16]([C:21]([NH:23][CH:24]4[CH2:26][CH2:25]4)=[O:22])[CH:15]=3)=[CH:10][CH:9]=2)=[N:5][N:4]=1.[I-].[K+].[CH2:29]([NH2:31])[CH3:30]. (4) Given the product [O:2]=[C:3]1[CH2:8][CH2:7][N:6]([C:9]2[CH:14]=[CH:13][C:12]([N:15]3[CH2:19][C@@H:18]([CH2:20][N:21]=[N+:22]=[N-:23])[O:17][C:16]3=[O:24])=[CH:11][C:10]=2[F:25])[CH2:5][CH:4]1[F:26], predict the reactants needed to synthesize it. The reactants are: C[O:2][C:3]1(OC)[CH2:8][CH2:7][N:6]([C:9]2[CH:14]=[CH:13][C:12]([N:15]3[CH2:19][C@@H:18]([CH2:20][N:21]=[N+:22]=[N-:23])[O:17][C:16]3=[O:24])=[CH:11][C:10]=2[F:25])[CH2:5][CH:4]1[F:26].CSC.C(Cl)(=O)C. (5) Given the product [C:1]([O:5][C:6]([N:8]1[CH2:9][CH2:10][N:11]([C:14]2[C:23]3[CH2:22][O:21][C:20](=[O:24])[N:19]([CH2:27][C:28]4[CH:33]=[CH:32][CH:31]=[CH:30][CH:29]=4)[C:18]=3[CH:17]=[CH:16][CH:15]=2)[CH2:12][CH2:13]1)=[O:7])([CH3:4])([CH3:2])[CH3:3], predict the reactants needed to synthesize it. The reactants are: [C:1]([O:5][C:6]([N:8]1[CH2:13][CH2:12][N:11]([C:14]2[C:23]3[CH2:22][O:21][C:20](=[O:24])[NH:19][C:18]=3[CH:17]=[CH:16][CH:15]=2)[CH2:10][CH2:9]1)=[O:7])([CH3:4])([CH3:3])[CH3:2].[H-].[Na+].[CH2:27](Br)[C:28]1[CH:33]=[CH:32][CH:31]=[CH:30][CH:29]=1.